Dataset: HIV replication inhibition screening data with 41,000+ compounds from the AIDS Antiviral Screen. Task: Binary Classification. Given a drug SMILES string, predict its activity (active/inactive) in a high-throughput screening assay against a specified biological target. (1) The compound is CC(=O)C(=NO)C(=O)NCc1ccccc1. The result is 0 (inactive). (2) The drug is CCOC(=O)CCC1(C)OCC(COC)O1. The result is 0 (inactive). (3) The molecule is Cc1ccc(NCC(=O)N2CC(=O)Nc3ccccc32)cc1. The result is 0 (inactive). (4) The molecule is COc1ccc(C(C)=C(C#N)C#N)cc1. The result is 0 (inactive).